This data is from Catalyst prediction with 721,799 reactions and 888 catalyst types from USPTO. The task is: Predict which catalyst facilitates the given reaction. (1) Reactant: [O:1]=[C:2]1[N:8]([CH:9]2[CH2:14][CH2:13][N:12]([C:15]([O:17][C@H:18]([CH2:33][C:34]3[CH:39]=[C:38]([C:40]([F:43])([F:42])[F:41])[C:37]([NH2:44])=[C:36]([Cl:45])[CH:35]=3)[C:19](=[O:32])[N:20]3[CH2:25][CH2:24][N:23]([CH:26]4[CH2:31][CH2:30][NH:29][CH2:28][CH2:27]4)[CH2:22][CH2:21]3)=[O:16])[CH2:11][CH2:10]2)[CH2:7][CH2:6][C:5]2[CH:46]=[CH:47][CH:48]=[CH:49][C:4]=2[NH:3]1.C([O-])([O-])=O.[K+].[K+].Br[C:57]([CH3:64])([CH3:63])[C:58]([O:60][CH2:61][CH3:62])=[O:59]. Product: [O:1]=[C:2]1[N:8]([CH:9]2[CH2:14][CH2:13][N:12]([C:15]([O:17][C@H:18]([CH2:33][C:34]3[CH:39]=[C:38]([C:40]([F:41])([F:43])[F:42])[C:37]([NH2:44])=[C:36]([Cl:45])[CH:35]=3)[C:19]([N:20]3[CH2:21][CH2:22][N:23]([CH:26]4[CH2:31][CH2:30][N:29]([C:57]([C:58]([O:60][CH2:61][CH3:62])=[O:59])([CH3:64])[CH3:63])[CH2:28][CH2:27]4)[CH2:24][CH2:25]3)=[O:32])=[O:16])[CH2:11][CH2:10]2)[CH2:7][CH2:6][C:5]2[CH:46]=[CH:47][CH:48]=[CH:49][C:4]=2[NH:3]1. The catalyst class is: 3. (2) Reactant: O[CH2:2][CH2:3][O:4][C:5]1[CH:6]=[CH:7][C:8]([C:17]2[NH:26][C:25](=[O:27])[C:24]3[C:19](=[CH:20][C:21]([O:30][CH3:31])=[CH:22][C:23]=3[O:28][CH3:29])[N:18]=2)=[N:9][C:10]=1[C:11]1[CH:16]=[CH:15][CH:14]=[CH:13][CH:12]=1.C1C=CC(P(C2C=CC=CC=2)C2C=CC=CC=2)=CC=1.C(Br)(Br)(Br)[Br:52]. Product: [Br:52][CH2:2][CH2:3][O:4][C:5]1[CH:6]=[CH:7][C:8]([C:17]2[NH:26][C:25](=[O:27])[C:24]3[C:19](=[CH:20][C:21]([O:30][CH3:31])=[CH:22][C:23]=3[O:28][CH3:29])[N:18]=2)=[N:9][C:10]=1[C:11]1[CH:16]=[CH:15][CH:14]=[CH:13][CH:12]=1. The catalyst class is: 3. (3) Reactant: [C:1]([C:4]1[C:12]2[C:7](=[CH:8][C:9](Br)=[C:10]([F:13])[CH:11]=2)[N:6]([CH2:15][C:16]([N:18]2[CH2:22][C@H:21]([F:23])[CH2:20][C@H:19]2[C:24]([NH:26][CH2:27][C:28]2[CH:33]=[CH:32][CH:31]=[C:30]([Cl:34])[C:29]=2[F:35])=[O:25])=[O:17])[CH:5]=1)(=[O:3])[CH3:2].[P:36]([O-:43])([O:40][CH2:41][CH3:42])[O:37][CH2:38][CH3:39]. Product: [C:1]([C:4]1[C:12]2[C:7](=[CH:8][C:9]([P:36](=[O:43])([O:40][CH2:41][CH3:42])[O:37][CH2:38][CH3:39])=[C:10]([F:13])[CH:11]=2)[N:6]([CH2:15][C:16]([N:18]2[CH2:22][C@H:21]([F:23])[CH2:20][C@H:19]2[C:24](=[O:25])[NH:26][CH2:27][C:28]2[CH:33]=[CH:32][CH:31]=[C:30]([Cl:34])[C:29]=2[F:35])=[O:17])[CH:5]=1)(=[O:3])[CH3:2]. The catalyst class is: 3. (4) Reactant: [Cl:1][C:2]1[CH:7]=[CH:6][C:5]([S:8]([N:11]([CH2:19][C:20]2[CH:29]=[CH:28][C:23]([C:24]([O:26]C)=[O:25])=[CH:22][CH:21]=2)[CH2:12][C:13]2[CH:18]=[CH:17][CH:16]=[CH:15][N:14]=2)(=[O:10])=[O:9])=[CH:4][CH:3]=1.[OH-].[Na+].O. Product: [Cl:1][C:2]1[CH:7]=[CH:6][C:5]([S:8]([N:11]([CH2:19][C:20]2[CH:21]=[CH:22][C:23]([C:24]([OH:26])=[O:25])=[CH:28][CH:29]=2)[CH2:12][C:13]2[CH:18]=[CH:17][CH:16]=[CH:15][N:14]=2)(=[O:10])=[O:9])=[CH:4][CH:3]=1. The catalyst class is: 577. (5) Reactant: [OH:1][C:2]1[CH:3]=[C:4]2[C:8](=[CH:9][CH:10]=1)[NH:7][C:6]([CH3:11])=[C:5]2[C:12]([O:14][CH2:15][CH3:16])=[O:13].[CH2:17](OS(C1C=CC=C([N+]([O-])=O)C=1)(=O)=O)[CH:18]1[O:20][CH2:19]1.C(=O)([O-])[O-].[K+].[K+]. Product: [CH2:15]([O:14][C:12]([C:5]1[C:4]2[C:8](=[CH:9][CH:10]=[C:2]([O:1][CH2:17][CH:18]3[CH2:19][O:20]3)[CH:3]=2)[NH:7][C:6]=1[CH3:11])=[O:13])[CH3:16]. The catalyst class is: 21. (6) The catalyst class is: 80. Product: [OH:21][CH2:22][CH2:23][C:24]1[NH:25][C:26]2[C:31]([CH:32]=1)=[CH:30][CH:29]=[C:28]([C:33]1[NH:6][C:4](=[O:5])[C:3]3[C:2](=[CH:10][C:9]([O:11][CH3:12])=[CH:8][C:7]=3[O:13][CH3:14])[N:1]=1)[CH:27]=2. Reactant: [NH2:1][C:2]1[CH:10]=[C:9]([O:11][CH3:12])[CH:8]=[C:7]([O:13][CH3:14])[C:3]=1[C:4]([NH2:6])=[O:5].O1CCCCC1[O:21][CH2:22][CH2:23][C:24]1[NH:25][C:26]2[C:31]([CH:32]=1)=[CH:30][CH:29]=[C:28]([CH:33]=O)[CH:27]=2.OS([O-])=O.[Na+].O.C1(C)C=CC(S(O)(=O)=O)=CC=1.